This data is from Forward reaction prediction with 1.9M reactions from USPTO patents (1976-2016). The task is: Predict the product of the given reaction. (1) Given the reactants [CH2:1]([O:3][C:4]([C:6]1[CH:7]=[N:8][C:9]2[C:14]([C:15]=1Cl)=[CH:13][C:12]([F:17])=[CH:11][C:10]=2[O:18][CH3:19])=[O:5])[CH3:2].[CH:20]1([NH2:25])[CH2:24][CH2:23][CH2:22][CH2:21]1, predict the reaction product. The product is: [CH2:1]([O:3][C:4]([C:6]1[CH:7]=[N:8][C:9]2[C:14]([C:15]=1[NH:25][CH:20]1[CH2:24][CH2:23][CH2:22][CH2:21]1)=[CH:13][C:12]([F:17])=[CH:11][C:10]=2[O:18][CH3:19])=[O:5])[CH3:2]. (2) Given the reactants [CH3:1][S:2]([C:5]1[CH:10]=[CH:9][C:8]([CH2:11][C:12]([OH:14])=[O:13])=[CH:7][CH:6]=1)(=[O:4])=[O:3].[CH3:15]O, predict the reaction product. The product is: [CH3:15][O:13][C:12](=[O:14])[CH2:11][C:8]1[CH:7]=[CH:6][C:5]([S:2]([CH3:1])(=[O:3])=[O:4])=[CH:10][CH:9]=1. (3) Given the reactants [F:1][C:2]1([F:18])[CH2:7][CH2:6][N:5]([CH:8]([C:11]2[CH:12]=[N:13][C:14]([F:17])=[CH:15][CH:16]=2)[CH2:9][NH2:10])[CH2:4][CH2:3]1.[Cl:19][C:20]1[C:28]([Cl:29])=[CH:27][CH:26]=[CH:25][C:21]=1[C:22](O)=[O:23].C1C=CC2N(O)N=NC=2C=1.CCN=C=NCCCN(C)C.Cl.CCN(C(C)C)C(C)C, predict the reaction product. The product is: [Cl:19][C:20]1[C:28]([Cl:29])=[CH:27][CH:26]=[CH:25][C:21]=1[C:22]([NH:10][CH2:9][CH:8]([N:5]1[CH2:6][CH2:7][C:2]([F:1])([F:18])[CH2:3][CH2:4]1)[C:11]1[CH:12]=[N:13][C:14]([F:17])=[CH:15][CH:16]=1)=[O:23]. (4) The product is: [F:49][C:45]1[CH:44]=[C:43]2[C:48]([C:40]([C:37]3[CH:36]=[CH:35][C:34]([S:31]([NH:30][CH2:29][CH2:28][NH:27][C:24](=[O:26])[CH3:25])(=[O:32])=[O:33])=[N:39][CH:38]=3)=[CH:41][NH:42]2)=[CH:47][CH:46]=1. Given the reactants FC1C=C2C(C(C3C=CC(N4CCC(N)CC4)=NC=3)=CN2)=CC=1.[C:24]([NH:27][CH2:28][CH2:29][NH:30][S:31]([C:34]1[N:39]=[CH:38][C:37]([C:40]2[C:48]3[C:43](=[CH:44][C:45]([F:49])=[CH:46][CH:47]=3)[N:42](C(OC(C)(C)C)=O)[CH:41]=2)=[CH:36][CH:35]=1)(=[O:33])=[O:32])(=[O:26])[CH3:25], predict the reaction product. (5) Given the reactants [CH3:1][N:2]1[CH2:7][CH2:6][NH:5][CH2:4][CH2:3]1.C(N(CC)CC)C.[CH3:15][O:16][C:17](=[O:28])[C:18]1[CH:23]=[CH:22][C:21]([CH2:24]Br)=[CH:20][C:19]=1[O:26][CH3:27], predict the reaction product. The product is: [CH3:15][O:16][C:17](=[O:28])[C:18]1[CH:23]=[CH:22][C:21]([CH2:24][N:5]2[CH2:6][CH2:7][N:2]([CH3:1])[CH2:3][CH2:4]2)=[CH:20][C:19]=1[O:26][CH3:27]. (6) Given the reactants [OH:1][C@@H:2]1[CH2:5][C@H:4]([NH:6][C:7](=[O:13])[O:8][C:9]([CH3:12])([CH3:11])[CH3:10])[CH2:3]1.[H-].[Na+].I[CH3:17], predict the reaction product. The product is: [C:9]([O:8][C:7](=[O:13])[NH:6][C@H:4]1[CH2:3][C@@H:2]([O:1][CH3:17])[CH2:5]1)([CH3:10])([CH3:12])[CH3:11]. (7) Given the reactants [H-].[Na+].CN(C=O)C.[F:8][C:9]1[CH:10]=[C:11]([C@@H:15]([NH:17][C:18](=[O:39])[C:19](=[CH:24][C:25]2[CH:30]=[CH:29][C:28]([N:31]3[CH:35]=[C:34]([CH3:36])[N:33]=[CH:32]3)=[C:27]([O:37][CH3:38])[CH:26]=2)[CH2:20][CH2:21][CH2:22]Cl)[CH3:16])[CH:12]=[CH:13][CH:14]=1.O, predict the reaction product. The product is: [F:8][C:9]1[CH:10]=[C:11]([C@H:15]([N:17]2[CH2:22][CH2:21][CH2:20]/[C:19](=[CH:24]\[C:25]3[CH:30]=[CH:29][C:28]([N:31]4[CH:35]=[C:34]([CH3:36])[N:33]=[CH:32]4)=[C:27]([O:37][CH3:38])[CH:26]=3)/[C:18]2=[O:39])[CH3:16])[CH:12]=[CH:13][CH:14]=1.